Dataset: M1 muscarinic receptor antagonist screen with 61,756 compounds. Task: Binary Classification. Given a drug SMILES string, predict its activity (active/inactive) in a high-throughput screening assay against a specified biological target. (1) The molecule is S(=O)(=O)(n1nc(nc1SC)c1occc1)c1ccc(cc1)C. The result is 0 (inactive). (2) The molecule is S(=O)(=O)(Nc1cc2nc(n(c2cc1)C)CCN1CCC(CC1)C)c1ccccc1. The result is 1 (active). (3) The drug is S(=O)(=O)(NCCc1nc2n(c1)cccc2C)c1cc2OCCOc2cc1. The result is 0 (inactive). (4) The molecule is FC(F)(F)c1ccc(C(=N/OCCN)/CCCCOC)cc1. The result is 0 (inactive). (5) The drug is OCCCNc1nc(c2CCCCc2c1C#N)c1ccccc1. The result is 0 (inactive). (6) The compound is S1C(N)=C(C(CCC2CCCCC2)C(=C1N)C#N)C#N. The result is 0 (inactive).